This data is from Reaction yield outcomes from USPTO patents with 853,638 reactions. The task is: Predict the reaction yield, written as a fraction of the theoretical maximum amount of product (1.0 means a 100% yield; for example, 0.34 means a 34% yield). (1) The reactants are Br[C:2]1[CH:7]=[CH:6][C:5]([C@@H:8]([N:10]2[CH2:15][CH2:14][C@:13]([CH2:23][C:24]([CH3:28])([CH3:27])[C:25]#[N:26])([C:16]3[CH:21]=[CH:20][C:19]([F:22])=[CH:18][CH:17]=3)[O:12][C:11]2=[O:29])[CH3:9])=[CH:4][CH:3]=1.[B:30]1([B:30]2[O:34][C:33]([CH3:36])([CH3:35])[C:32]([CH3:38])([CH3:37])[O:31]2)[O:34][C:33]([CH3:36])([CH3:35])[C:32]([CH3:38])([CH3:37])[O:31]1.CC([O-])=O.[K+]. The catalyst is CS(C)=O.C1C=CC(P(C2C=CC=CC=2)[C-]2C=CC=C2)=CC=1.C1C=CC(P(C2C=CC=CC=2)[C-]2C=CC=C2)=CC=1.Cl[Pd]Cl.[Fe+2]. The product is [F:22][C:19]1[CH:20]=[CH:21][C:16]([C@:13]2([CH2:23][C:24]([CH3:28])([CH3:27])[C:25]#[N:26])[O:12][C:11](=[O:29])[N:10]([C@H:8]([C:5]3[CH:6]=[CH:7][C:2]([B:30]4[O:34][C:33]([CH3:36])([CH3:35])[C:32]([CH3:38])([CH3:37])[O:31]4)=[CH:3][CH:4]=3)[CH3:9])[CH2:15][CH2:14]2)=[CH:17][CH:18]=1. The yield is 0.237. (2) The reactants are [C:1]([O:5][C:6]([N:8]1[CH2:12][CH2:11][CH2:10][CH:9]1[C:13]1[N:14]([CH2:19][O:20][CH2:21][CH2:22][Si:23]([CH3:26])([CH3:25])[CH3:24])[C:15](Br)=[CH:16][N:17]=1)=[O:7])([CH3:4])([CH3:3])[CH3:2].[Li]CCCC.[Cl-].[NH4+].[C:34](=O)(O)[O-:35].[Na+]. The catalyst is C1COCC1.CN(C=O)C.CCCCCC. The product is [C:1]([O:5][C:6]([N:8]1[CH2:12][CH2:11][CH2:10][CH:9]1[C:13]1[N:14]([CH2:19][O:20][CH2:21][CH2:22][Si:23]([CH3:26])([CH3:25])[CH3:24])[C:15]([CH:34]=[O:35])=[CH:16][N:17]=1)=[O:7])([CH3:4])([CH3:3])[CH3:2]. The yield is 0.450. (3) The reactants are [CH2:1]([O:4][C:5]1[CH:14]=[CH:13][C:8]([C:9]([O:11][CH3:12])=[O:10])=[CH:7][CH:6]=1)[CH:2]=[CH2:3].[CH2:15]=[C:16]1CC[CH2:18][CH2:17]1. The catalyst is C(Cl)Cl.CC1C=C(C)C(N2C(=[Ru](Cl)(Cl)=CC3C(OC(C)C)=CC=CC=3)N(C3C(C)=CC(C)=CC=3C)CC2)=C(C)C=1. The product is [C:3]1(=[CH:2][CH2:1][O:4][C:5]2[CH:14]=[CH:13][C:8]([C:9]([O:11][CH3:12])=[O:10])=[CH:7][CH:6]=2)[CH2:18][CH2:17][CH2:16][CH2:15]1. The yield is 0.680. (4) The yield is 0.150. The reactants are CO[C:3](=[O:28])/[CH:4]=[CH:5]/[C:6]1[CH:15]=[C:14]2[C:9]([CH2:10][CH2:11][N:12]([CH2:16][CH2:17][C:18]3[C:26]4[C:21](=[CH:22][CH:23]=[CH:24][CH:25]=4)[NH:20][C:19]=3[CH3:27])[CH2:13]2)=[CH:8][CH:7]=1.[NH2:29][OH:30].C[O-].[Na+].Cl. The catalyst is CO. The product is [OH:30][NH:29][C:3](=[O:28])/[CH:4]=[CH:5]/[C:6]1[CH:15]=[C:14]2[C:9]([CH2:10][CH2:11][N:12]([CH2:16][CH2:17][C:18]3[C:26]4[C:21](=[CH:22][CH:23]=[CH:24][CH:25]=4)[NH:20][C:19]=3[CH3:27])[CH2:13]2)=[CH:8][CH:7]=1. (5) The reactants are Br[C:2]1[CH:3]=[N:4][C:5]([C:8]2[CH:13]=[CH:12][CH:11]=[CH:10][N:9]=2)=[N:6][CH:7]=1.B([C:17]1[C:18]2[C:23]([CH:24]=[C:25]3[C:30]=1[CH:29]=[CH:28][CH:27]=[CH:26]3)=[CH:22][CH:21]=[CH:20][CH:19]=2)(O)O.ClCCl. The catalyst is C1(C)C=CC=CC=1.[OH-].C([N+](CC)(CC)CC)C.C1C=CC([P]([Pd]([P](C2C=CC=CC=2)(C2C=CC=CC=2)C2C=CC=CC=2)([P](C2C=CC=CC=2)(C2C=CC=CC=2)C2C=CC=CC=2)[P](C2C=CC=CC=2)(C2C=CC=CC=2)C2C=CC=CC=2)(C2C=CC=CC=2)C2C=CC=CC=2)=CC=1. The product is [CH:19]1[C:18]2[C:23](=[CH:24][C:25]3[C:30]([C:17]=2[C:2]2[CH:3]=[N:4][C:5]([C:8]4[CH:13]=[CH:12][CH:11]=[CH:10][N:9]=4)=[N:6][CH:7]=2)=[CH:29][CH:28]=[CH:27][CH:26]=3)[CH:22]=[CH:21][CH:20]=1. The yield is 0.850. (6) The reactants are C(O[C:6]([N:8](C)[C:9]1[C:17]([O:18][CH3:19])=[C:16]2[C:12]([C:13]3[CH:30]=[C:29]([CH3:31])[CH:28]=[N:27][C:14]=3[N:15]2C(OC(C)(C)C)=O)=[C:11]([C:32]2[CH:37]=[CH:36][CH:35]=[C:34]([S:38]([CH2:41][CH3:42])(=[O:40])=[O:39])[CH:33]=2)[CH:10]=1)=O)(C)(C)C.C1(OC)C=CC=CC=1.C(O)(C(F)(F)F)=O. The catalyst is C(Cl)Cl. The product is [CH2:41]([S:38]([C:34]1[CH:33]=[C:32]([C:11]2[CH:10]=[C:9]([NH:8][CH3:6])[C:17]([O:18][CH3:19])=[C:16]3[C:12]=2[C:13]2[CH:30]=[C:29]([CH3:31])[CH:28]=[N:27][C:14]=2[NH:15]3)[CH:37]=[CH:36][CH:35]=1)(=[O:40])=[O:39])[CH3:42]. The yield is 0.700. (7) The reactants are [Cl:1][C:2]1[CH:23]=[CH:22][C:5]2[N:6]([CH2:13][C:14]3[CH:19]=[CH:18][C:17]([O:20][CH3:21])=[CH:16][CH:15]=3)[C:7](=[O:12])[CH2:8][NH:9][C:10](=O)[C:4]=2[CH:3]=1.O=P(Cl)(Cl)[Cl:26]. The catalyst is C1(C)C=CC=CC=1. The product is [Cl:26][C:10]1[C:4]2[CH:3]=[C:2]([Cl:1])[CH:23]=[CH:22][C:5]=2[N:6]([CH2:13][C:14]2[CH:19]=[CH:18][C:17]([O:20][CH3:21])=[CH:16][CH:15]=2)[C:7](=[O:12])[CH2:8][N:9]=1. The yield is 0.875. (8) The reactants are [Cl:1][C:2]1[CH:7]=[C:6]([N+:8]([O-:10])=[O:9])[CH:5]=[C:4]([Cl:11])[C:3]=1F.C([O-])([O-])=O.[K+].[K+].[CH3:19][S:20]([C:23]1[CH:28]=[CH:27][C:26]([OH:29])=[CH:25][CH:24]=1)(=[O:22])=[O:21].O. The catalyst is CN(C=O)C. The product is [Cl:1][C:2]1[CH:7]=[C:6]([N+:8]([O-:10])=[O:9])[CH:5]=[C:4]([Cl:11])[C:3]=1[O:29][C:26]1[CH:25]=[CH:24][C:23]([S:20]([CH3:19])(=[O:22])=[O:21])=[CH:28][CH:27]=1. The yield is 0.960. (9) The yield is 0.680. The catalyst is CCO.C(Cl)Cl. The product is [Cl:10][C:11]1[CH:18]=[CH:17][C:14]([CH:15]2[C:2]([C:1]([O:7][CH2:8][CH3:9])=[O:6])=[C:3]([CH3:5])[NH:19][C:3]([CH3:5])=[C:2]2[C:1]([O:7][CH2:8][CH3:9])=[O:20])=[CH:13][CH:12]=1. The reactants are [C:1]([O:7][CH2:8][CH3:9])(=[O:6])[CH2:2][C:3]([CH3:5])=O.[Cl:10][C:11]1[CH:18]=[CH:17][C:14]([CH:15]=O)=[CH:13][CH:12]=1.[NH4+:19].[OH-:20].